This data is from Forward reaction prediction with 1.9M reactions from USPTO patents (1976-2016). The task is: Predict the product of the given reaction. Given the reactants [C:1]([O:4][C@H:5]([CH3:25])[CH2:6][CH2:7][CH2:8][CH2:9][N:10]1[C:15](=[O:16])[C:14]2[C:17](=[O:22])[CH:18]=[C:19]([CH3:21])[NH:20][C:13]=2[N:12]([CH3:23])[C:11]1=[O:24])(=[O:3])[CH3:2].[CH2:26](Br)[C:27]1[CH:32]=[CH:31][CH:30]=[CH:29][CH:28]=1.C(=O)([O-])[O-].[K+].[K+], predict the reaction product. The product is: [C:1]([O:4][C@H:5]([CH3:25])[CH2:6][CH2:7][CH2:8][CH2:9][N:10]1[C:15](=[O:16])[C:14]2[C:17](=[O:22])[CH:18]=[C:19]([CH3:21])[N:20]([CH2:26][C:27]3[CH:32]=[CH:31][CH:30]=[CH:29][CH:28]=3)[C:13]=2[N:12]([CH3:23])[C:11]1=[O:24])(=[O:3])[CH3:2].